This data is from Full USPTO retrosynthesis dataset with 1.9M reactions from patents (1976-2016). The task is: Predict the reactants needed to synthesize the given product. Given the product [Cl:2][C:3]1[CH:21]=[C:20]([OH:22])[CH:19]=[C:18]([Cl:24])[C:4]=1[CH2:5][C@@H:6]1[CH2:10][CH2:9][N:8]([N:11]2[CH2:16][CH2:15][CH2:14][CH2:13][CH2:12]2)[C:7]1=[O:17], predict the reactants needed to synthesize it. The reactants are: Cl.[Cl:2][C:3]1[CH:21]=[C:20]([O:22]C)[CH:19]=[C:18]([Cl:24])[C:4]=1[CH2:5][CH:6]1[CH2:10][CH2:9][N:8]([N:11]2[CH2:16][CH2:15][CH2:14][CH2:13][CH2:12]2)[C:7]1=[O:17].B(Br)(Br)Br.